From a dataset of Reaction yield outcomes from USPTO patents with 853,638 reactions. Predict the reaction yield, written as a fraction of the theoretical maximum amount of product (1.0 means a 100% yield; for example, 0.34 means a 34% yield). (1) The reactants are C(=O)([O-])[O-].[Cs+].[Cs+].[F:7][C:8]1[CH:13]=[CH:12][C:11]([C:14]2[O:15][C:16]3[CH:27]=[C:26]([N+:28]([O-:30])=[O:29])[C:25](OS(C(F)(F)F)(=O)=O)=[CH:24][C:17]=3[C:18]=2[C:19]([O:21][CH2:22][CH3:23])=[O:20])=[CH:10][CH:9]=1.[C:39]([O:43][C:44]([C:46]1[CH:47]=[C:48](B(O)O)[CH:49]=[CH:50][CH:51]=1)=[O:45])([CH3:42])([CH3:41])[CH3:40].O1CCOCC1. The catalyst is CCOC(C)=O.C1C=CC([P]([Pd]([P](C2C=CC=CC=2)(C2C=CC=CC=2)C2C=CC=CC=2)([P](C2C=CC=CC=2)(C2C=CC=CC=2)C2C=CC=CC=2)[P](C2C=CC=CC=2)(C2C=CC=CC=2)C2C=CC=CC=2)(C2C=CC=CC=2)C2C=CC=CC=2)=CC=1.O. The product is [C:39]([O:43][C:44]([C:46]1[CH:51]=[C:50]([C:25]2[C:26]([N+:28]([O-:30])=[O:29])=[CH:27][C:16]3[O:15][C:14]([C:11]4[CH:10]=[CH:9][C:8]([F:7])=[CH:13][CH:12]=4)=[C:18]([C:19]([O:21][CH2:22][CH3:23])=[O:20])[C:17]=3[CH:24]=2)[CH:49]=[CH:48][CH:47]=1)=[O:45])([CH3:42])([CH3:40])[CH3:41]. The yield is 0.690. (2) The reactants are [CH2:1]([O:3][C:4](=[O:18])[CH2:5][NH:6][CH:7]1[CH2:10][N:9]([C:11]([O:13][C:14]([CH3:17])([CH3:16])[CH3:15])=[O:12])[CH2:8]1)[CH3:2].[C:19](O[C:19]([O:21][C:22]([CH3:25])([CH3:24])[CH3:23])=[O:20])([O:21][C:22]([CH3:25])([CH3:24])[CH3:23])=[O:20].C(=O)([O-])[O-].[K+].[K+]. The catalyst is CC#N. The product is [C:22]([O:21][C:19]([N:6]([CH2:5][C:4]([O:3][CH2:1][CH3:2])=[O:18])[CH:7]1[CH2:10][N:9]([C:11]([O:13][C:14]([CH3:17])([CH3:16])[CH3:15])=[O:12])[CH2:8]1)=[O:20])([CH3:25])([CH3:24])[CH3:23]. The yield is 0.900.